Dataset: Reaction yield outcomes from USPTO patents with 853,638 reactions. Task: Predict the reaction yield, written as a fraction of the theoretical maximum amount of product (1.0 means a 100% yield; for example, 0.34 means a 34% yield). (1) The reactants are [Li]CCCC.C(NC(C)C)(C)C.[CH2:13]([N:20]1[CH:24]([CH3:25])[CH2:23][CH2:22][C:21]1=[O:26])[C:14]1[CH:19]=[CH:18][CH:17]=[CH:16][CH:15]=1.[C:27](=O)([O:30]C)[O:28][CH3:29].[O-][Mn](=O)(=O)=O.[K+]. The catalyst is C1COCC1. The product is [CH2:13]([N:20]1[CH:24]([CH3:25])[CH2:23][CH:22]([C:27]([O:28][CH3:29])=[O:30])[C:21]1=[O:26])[C:14]1[CH:19]=[CH:18][CH:17]=[CH:16][CH:15]=1. The yield is 0.0680. (2) The catalyst is O1CCCC1. The product is [CH2:1]([N:4]([CH2:5][C:6]([N:32]([O:33][CH3:34])[CH3:31])=[O:8])[C:9](=[O:10])[O:11][C:12]([CH3:15])([CH3:14])[CH3:13])[CH:2]=[CH2:3]. The yield is 0.540. The reactants are [CH2:1]([N:4]([C:9]([O:11][C:12]([CH3:15])([CH3:14])[CH3:13])=[O:10])[CH2:5][C:6]([OH:8])=O)[CH:2]=[CH2:3].C(N(CC)CC)C.C(Cl)(=O)C(C)(C)C.Cl.[CH3:31][NH:32][O:33][CH3:34]. (3) The reactants are [CH2:1]([O:8][C:9]([NH:11][C@@H:12]([CH2:16][C:17]1[CH:22]=[CH:21][C:20]([C:23]2[N:28]=[CH:27][C:26]([Br:29])=[CH:25][N:24]=2)=[CH:19][CH:18]=1)[C:13]([OH:15])=O)=[O:10])[C:2]1[CH:7]=[CH:6][CH:5]=[CH:4][CH:3]=1.Cl.[NH2:31][C@H:32]([CH3:40])[C:33]([O:35][C:36]([CH3:39])([CH3:38])[CH3:37])=[O:34].CCN(C(C)C)C(C)C.CN(C(ON1N=NC2C=CC=NC1=2)=[N+](C)C)C.F[P-](F)(F)(F)(F)F. The catalyst is CN(C=O)C. The product is [CH2:1]([O:8][C:9]([NH:11][C@@H:12]([CH2:16][C:17]1[CH:18]=[CH:19][C:20]([C:23]2[N:28]=[CH:27][C:26]([Br:29])=[CH:25][N:24]=2)=[CH:21][CH:22]=1)[C:13]([NH:31][C@@H:32]([C:33]([O:35][C:36]([CH3:39])([CH3:38])[CH3:37])=[O:34])[CH3:40])=[O:15])=[O:10])[C:2]1[CH:7]=[CH:6][CH:5]=[CH:4][CH:3]=1. The yield is 0.890. (4) The reactants are C(OCC)C.O[CH:7]([CH2:15][C:16]([CH2:19][Si](C)(C)C)=[C:17]=[CH2:18])[CH2:8][CH:9]1[CH2:13][CH2:12][CH2:11][C:10]1=[O:14].[Si](OS(C(F)(F)F)(=O)=O)(C)(C)C.O. The catalyst is CCOC(C)=O. The product is [CH2:19]=[C:16]1[C:17](=[CH2:18])[C:10]23[O:14][CH:7]([CH2:8][CH:9]2[CH2:13][CH2:12][CH2:11]3)[CH2:15]1. The yield is 0.770. (5) The catalyst is O1CCCC1. The reactants are [NH2:1][C:2]1[CH:3]=[C:4]([CH3:27])[C:5]([O:8][C:9]2[CH:14]=[C:13]([O:15][CH2:16][CH2:17][O:18][CH3:19])[CH:12]=[CH:11][C:10]=2/[CH:20]=[CH:21]/[C:22]([O:24][CH2:25][CH3:26])=[O:23])=[N:6][CH:7]=1.[C:28](O[C:28]([O:30][C:31]([CH3:34])([CH3:33])[CH3:32])=[O:29])([O:30][C:31]([CH3:34])([CH3:33])[CH3:32])=[O:29]. The yield is 0.920. The product is [C:31]([O:30][C:28]([NH:1][C:2]1[CH:3]=[C:4]([CH3:27])[C:5]([O:8][C:9]2[CH:14]=[C:13]([O:15][CH2:16][CH2:17][O:18][CH3:19])[CH:12]=[CH:11][C:10]=2/[CH:20]=[CH:21]/[C:22]([O:24][CH2:25][CH3:26])=[O:23])=[N:6][CH:7]=1)=[O:29])([CH3:34])([CH3:33])[CH3:32]. (6) The reactants are CC(C)([O-])C.[Na+].Cl.Cl.[NH2:9][C:10]1[CH:11]=[N:12][N:13]([CH2:15][C:16]([OH:18])=[O:17])[CH:14]=1.Cl[C:20]1[CH:25]=[C:24]([NH:26][C:27]2[CH:36]=[CH:35][CH:34]=[CH:33][C:28]=2[C:29]([NH:31][CH3:32])=[O:30])[C:23]([Cl:37])=[CH:22][N:21]=1.CC1(C)C2C=CC=C(P(C3C=CC=CC=3)C3C=CC=CC=3)C=2OC2C1=CC=CC=2P(C1C=CC=CC=1)C1C=CC=CC=1. The catalyst is O1CCOCC1.C1C=CC(/C=C/C(/C=C/C2C=CC=CC=2)=O)=CC=1.C1C=CC(/C=C/C(/C=C/C2C=CC=CC=2)=O)=CC=1.C1C=CC(/C=C/C(/C=C/C2C=CC=CC=2)=O)=CC=1.[Pd].[Pd]. The product is [Cl:37][C:23]1[C:24]([NH:26][C:27]2[CH:36]=[CH:35][CH:34]=[CH:33][C:28]=2[C:29](=[O:30])[NH:31][CH3:32])=[CH:25][C:20]([NH:9][C:10]2[CH:11]=[N:12][N:13]([CH2:15][C:16]([OH:18])=[O:17])[CH:14]=2)=[N:21][CH:22]=1. The yield is 0.740. (7) The reactants are [F:1][C:2]([F:12])([F:11])[C:3]1[CH:10]=[CH:9][C:6]([CH2:7][OH:8])=[CH:5][CH:4]=1.[H-].[Na+].Cl[C:16]1[CH:21]=[CH:20][N+:19]([O-:22])=[CH:18][CH:17]=1. The catalyst is CN(C=O)C.C(Cl)Cl. The product is [F:1][C:2]([F:11])([F:12])[C:3]1[CH:10]=[CH:9][C:6]([CH2:7][O:8][C:16]2[CH:21]=[CH:20][N+:19]([O-:22])=[CH:18][CH:17]=2)=[CH:5][CH:4]=1. The yield is 0.190. (8) The reactants are [C:1]1([C:27]2[CH:32]=[CH:31][CH:30]=[CH:29][CH:28]=2)[CH:6]=[CH:5][C:4]([C:7]([N:9]2[CH2:14][CH2:13][N:12]([C:15]3[C:16]4[CH:24]=[C:23]([CH2:25][CH3:26])[S:22][C:17]=4[N:18]=[C:19](Cl)[N:20]=3)[CH2:11][CH2:10]2)=[O:8])=[CH:3][CH:2]=1.[SH:33][CH2:34][CH:35]([OH:38])[CH2:36][OH:37]. The catalyst is CN(C=O)C. The product is [C:1]1([C:27]2[CH:32]=[CH:31][CH:30]=[CH:29][CH:28]=2)[CH:6]=[CH:5][C:4]([C:7]([N:9]2[CH2:14][CH2:13][N:12]([C:15]3[C:16]4[CH:24]=[C:23]([CH2:25][CH3:26])[S:22][C:17]=4[N:18]=[C:19]([S:33][CH2:34][CH:35]([OH:38])[CH2:36][OH:37])[N:20]=3)[CH2:11][CH2:10]2)=[O:8])=[CH:3][CH:2]=1. The yield is 0.660. (9) The product is [CH3:1][O:2][C:3]([C:5]1[O:6][C:7]([C:10]2[CH:15]=[CH:14][CH:13]=[C:12]([NH2:16])[C:11]=2[OH:17])=[CH:8][CH:9]=1)=[O:4]. The reactants are [CH3:1][O:2][C:3]([C:5]1[O:6][C:7]([C:10]2[CH:15]=[CH:14][CH:13]=[C:12]([NH2:16])[C:11]=2[O:17]C)=[CH:8][CH:9]=1)=[O:4].B(Br)(Br)Br. The catalyst is ClCCl. The yield is 0.451. (10) The reactants are [C:1]([O:5][C:6](=[O:25])/[CH:7]=[CH:8]/[C:9]1[S:10][C:11]([C:15]([O:17]CC2C=CC=CC=2)=[O:16])=[CH:12][C:13]=1[CH3:14])([CH3:4])([CH3:3])[CH3:2]. The catalyst is C(O)C.[Pd]. The product is [C:1]([O:5][C:6](=[O:25])[CH2:7][CH2:8][C:9]1[S:10][C:11]([C:15]([OH:17])=[O:16])=[CH:12][C:13]=1[CH3:14])([CH3:4])([CH3:2])[CH3:3]. The yield is 0.920.